This data is from Peptide-MHC class II binding affinity with 134,281 pairs from IEDB. The task is: Regression. Given a peptide amino acid sequence and an MHC pseudo amino acid sequence, predict their binding affinity value. This is MHC class II binding data. (1) The MHC is DRB1_0405 with pseudo-sequence DRB1_0405. The peptide sequence is SRVLNYDFNKLTALA. The binding affinity (normalized) is 0.373. (2) The peptide sequence is HTMWHVTRGAFLVRN. The MHC is DRB3_0301 with pseudo-sequence DRB3_0301. The binding affinity (normalized) is 0.750.